Dataset: Forward reaction prediction with 1.9M reactions from USPTO patents (1976-2016). Task: Predict the product of the given reaction. (1) Given the reactants FC1C=C(CC(N[C@H](C(O)=O)C(C)C)=O)C=C(F)C=1.[F:20][C:21]1[CH:22]=[C:23]([CH2:28][C:29]([NH:31][C@H:32]([C:43]([O:45]C)=[O:44])[CH2:33][C:34]2[NH:35][C:36]3[C:41]([CH:42]=2)=[CH:40][CH:39]=[CH:38][CH:37]=3)=[O:30])[CH:24]=[C:25]([F:27])[CH:26]=1, predict the reaction product. The product is: [F:27][C:25]1[CH:24]=[C:23]([CH2:28][C:29]([NH:31][C@H:32]([C:43]([OH:45])=[O:44])[CH2:33][C:34]2[NH:35][C:36]3[C:41]([CH:42]=2)=[CH:40][CH:39]=[CH:38][CH:37]=3)=[O:30])[CH:22]=[C:21]([F:20])[CH:26]=1. (2) Given the reactants [NH2:1][C:2]1[O:6][N:5]=[C:4]([C:7]2[CH:12]=[CH:11][CH:10]=[CH:9][C:8]=2[F:13])[C:3]=1[C:14]([OH:16])=O.Cl.C(N=C=NCCCN(C)C)C.OC1C2N=NNC=2C=CC=1.[N:39]1([C:45]2[CH:50]=[CH:49][C:48]([OH:51])=[CH:47][CH:46]=2)[CH2:44][CH2:43][NH:42][CH2:41][CH2:40]1, predict the reaction product. The product is: [NH2:1][C:2]1[O:6][N:5]=[C:4]([C:7]2[CH:12]=[CH:11][CH:10]=[CH:9][C:8]=2[F:13])[C:3]=1[C:14]([N:42]1[CH2:41][CH2:40][N:39]([C:45]2[CH:46]=[CH:47][C:48]([OH:51])=[CH:49][CH:50]=2)[CH2:44][CH2:43]1)=[O:16]. (3) Given the reactants [CH3:1][O:2][C:3]1[CH:4]=[C:5]([CH:32]=[CH:33][C:34]=1[O:35][CH3:36])[CH2:6][CH:7]1[C:13]2[CH:14]=[C:15]([O:20][CH3:21])[C:16]([O:18][CH3:19])=[CH:17][C:12]=2[CH2:11][CH2:10][CH2:9][N:8]1[CH:22]([C:26]1[CH:31]=[CH:30][CH:29]=[CH:28][CH:27]=1)[C:23](O)=[O:24].[CH:37]1([NH2:40])[CH2:39][CH2:38]1, predict the reaction product. The product is: [CH:37]1([NH:40][C:23](=[O:24])[CH:22]([N:8]2[CH2:9][CH2:10][CH2:11][C:12]3[CH:17]=[C:16]([O:18][CH3:19])[C:15]([O:20][CH3:21])=[CH:14][C:13]=3[CH:7]2[CH2:6][C:5]2[CH:32]=[CH:33][C:34]([O:35][CH3:36])=[C:3]([O:2][CH3:1])[CH:4]=2)[C:26]2[CH:31]=[CH:30][CH:29]=[CH:28][CH:27]=2)[CH2:39][CH2:38]1. (4) Given the reactants Cl.[Br:2][C:3]1[CH:4]=[CH:5][C:6]([S:11]([CH2:14][CH3:15])(=[O:13])=[O:12])=[C:7]([CH2:9][NH2:10])[CH:8]=1.[NH2:16][C:17]1[CH:25]=[CH:24][C:23]([C:26]([F:29])([F:28])[F:27])=[CH:22][C:18]=1[C:19](O)=[O:20].CN(C(ON1N=NC2C=CC=CC1=2)=[N+](C)C)C.F[P-](F)(F)(F)(F)F.CCN(C(C)C)C(C)C, predict the reaction product. The product is: [NH2:16][C:17]1[CH:25]=[CH:24][C:23]([C:26]([F:27])([F:28])[F:29])=[CH:22][C:18]=1[C:19]([NH:10][CH2:9][C:7]1[CH:8]=[C:3]([Br:2])[CH:4]=[CH:5][C:6]=1[S:11]([CH2:14][CH3:15])(=[O:13])=[O:12])=[O:20].